From a dataset of NCI-60 drug combinations with 297,098 pairs across 59 cell lines. Regression. Given two drug SMILES strings and cell line genomic features, predict the synergy score measuring deviation from expected non-interaction effect. (1) Drug 1: CC(CN1CC(=O)NC(=O)C1)N2CC(=O)NC(=O)C2. Drug 2: C1=CN(C=N1)CC(O)(P(=O)(O)O)P(=O)(O)O. Cell line: SW-620. Synergy scores: CSS=31.6, Synergy_ZIP=-8.53, Synergy_Bliss=-2.66, Synergy_Loewe=-0.360, Synergy_HSA=-0.655. (2) Drug 1: C1=CC(=CC=C1CC(C(=O)O)N)N(CCCl)CCCl.Cl. Drug 2: CN(CC1=CN=C2C(=N1)C(=NC(=N2)N)N)C3=CC=C(C=C3)C(=O)NC(CCC(=O)O)C(=O)O. Cell line: NCI-H322M. Synergy scores: CSS=-1.12, Synergy_ZIP=7.13, Synergy_Bliss=8.06, Synergy_Loewe=-1.84, Synergy_HSA=-1.84. (3) Drug 1: COC1=NC(=NC2=C1N=CN2C3C(C(C(O3)CO)O)O)N. Drug 2: CCC1=C2CN3C(=CC4=C(C3=O)COC(=O)C4(CC)O)C2=NC5=C1C=C(C=C5)O. Cell line: NCIH23. Synergy scores: CSS=10.9, Synergy_ZIP=-6.82, Synergy_Bliss=0.888, Synergy_Loewe=-21.1, Synergy_HSA=-0.331. (4) Drug 1: CC1CCC2CC(C(=CC=CC=CC(CC(C(=O)C(C(C(=CC(C(=O)CC(OC(=O)C3CCCCN3C(=O)C(=O)C1(O2)O)C(C)CC4CCC(C(C4)OC)O)C)C)O)OC)C)C)C)OC. Drug 2: N.N.Cl[Pt+2]Cl. Cell line: HOP-62. Synergy scores: CSS=38.4, Synergy_ZIP=-0.666, Synergy_Bliss=0.0442, Synergy_Loewe=-26.4, Synergy_HSA=3.70. (5) Drug 1: CCCCCOC(=O)NC1=NC(=O)N(C=C1F)C2C(C(C(O2)C)O)O. Drug 2: CS(=O)(=O)OCCCCOS(=O)(=O)C. Cell line: UO-31. Synergy scores: CSS=4.08, Synergy_ZIP=-2.75, Synergy_Bliss=-1.73, Synergy_Loewe=-1.21, Synergy_HSA=-1.03.